Dataset: Forward reaction prediction with 1.9M reactions from USPTO patents (1976-2016). Task: Predict the product of the given reaction. (1) Given the reactants Cl.[NH2:2][C@H:3]1[CH2:8][CH2:7][C@H:6]([C:9]([O:11][CH3:12])=[O:10])[CH2:5][CH2:4]1.C(N(CC)CC)C.ClCCl.Cl[S:24]([C:27]1[CH:28]=[C:29]([CH:39]=[CH:40][CH:41]=1)[C:30]([O:32][CH2:33][CH2:34][Si:35]([CH3:38])([CH3:37])[CH3:36])=[O:31])(=[O:26])=[O:25], predict the reaction product. The product is: [CH3:12][O:11][C:9]([C@H:6]1[CH2:5][CH2:4][C@H:3]([NH:2][S:24]([C:27]2[CH:28]=[C:29]([CH:39]=[CH:40][CH:41]=2)[C:30]([O:32][CH2:33][CH2:34][Si:35]([CH3:36])([CH3:37])[CH3:38])=[O:31])(=[O:25])=[O:26])[CH2:8][CH2:7]1)=[O:10]. (2) Given the reactants [CH3:1][C:2]1[C:7]([O:8][C:9]2[N:14]=[CH:13][C:12]([NH:15][C:16]([C:18]3[C:26]4[C:21](=[CH:22][CH:23]=[CH:24][CH:25]=4)[NH:20][CH:19]=3)=[O:17])=[CH:11][CH:10]=2)=[CH:6][CH:5]=[CH:4][N:3]=1.[CH3:27][C:28]([O:31][C:32](O[C:32]([O:31][C:28]([CH3:30])([CH3:29])[CH3:27])=[O:33])=[O:33])([CH3:30])[CH3:29].C(N(CC)CC)C, predict the reaction product. The product is: [C:28]([O:31][C:32]([N:20]1[C:21]2[C:26](=[CH:25][CH:24]=[CH:23][CH:22]=2)[C:18]([C:16](=[O:17])[NH:15][C:12]2[CH:13]=[N:14][C:9]([O:8][C:7]3[C:2]([CH3:1])=[N:3][CH:4]=[CH:5][CH:6]=3)=[CH:10][CH:11]=2)=[CH:19]1)=[O:33])([CH3:30])([CH3:29])[CH3:27]. (3) Given the reactants [Cl:1][C:2]1[N:7]=[C:6]([NH2:8])[C:5]([NH2:9])=[CH:4][CH:3]=1.O=[C:11]([C:16]1[CH:21]=[CH:20][CH:19]=[CH:18][CH:17]=1)[C:12](OC)=[O:13].CCN(C(C)C)C(C)C, predict the reaction product. The product is: [Cl:1][C:2]1[CH:3]=[CH:4][C:5]2[NH:9][C:12](=[O:13])[C:11]([C:16]3[CH:21]=[CH:20][CH:19]=[CH:18][CH:17]=3)=[N:8][C:6]=2[N:7]=1. (4) Given the reactants [NH2:1][C:2]1[S:3][C:4]([C:17]2[CH:22]=[CH:21][CH:20]=[C:19]([F:23])[CH:18]=2)=[C:5]([C:7]([N:9]2[CH2:14][C@H:13]3[C@H:11]([CH2:12]3)[C@H:10]2[CH2:15][NH2:16])=[O:8])[N:6]=1.[NH:24]1[C:32]2[C:27](=[CH:28][CH:29]=[CH:30][CH:31]=2)[C:26]([C:33](O)=[O:34])=[N:25]1, predict the reaction product. The product is: [NH2:1][C:2]1[S:3][C:4]([C:17]2[CH:22]=[CH:21][CH:20]=[C:19]([F:23])[CH:18]=2)=[C:5]([C:7]([N:9]2[CH2:14][C@H:13]3[C@H:11]([CH2:12]3)[C@H:10]2[CH2:15][NH:16][C:33]([C:26]2[C:27]3[C:32](=[CH:31][CH:30]=[CH:29][CH:28]=3)[NH:24][N:25]=2)=[O:34])=[O:8])[N:6]=1. (5) The product is: [ClH:61].[ClH:61].[ClH:61].[CH3:14][NH:13][CH2:15][CH2:16][CH2:17][CH2:18][NH:19][CH2:20][CH2:21][CH2:22][CH2:23][CH2:24][NH:25][CH3:26]. Given the reactants Br.C1(C)C=C(C)C=C(C)C=1S([N:13]([CH2:15][CH2:16][CH2:17][CH2:18][N:19](S(C1C(C)=CC(C)=CC=1C)(=O)=O)[CH2:20][CH2:21][CH2:22][CH2:23][CH2:24][N:25](S(C1C(C)=CC(C)=CC=1C)(=O)=O)[CH2:26]C)[CH3:14])(=O)=O.C1(O)C=CC=CC=1.C(Cl)[Cl:61], predict the reaction product. (6) Given the reactants [CH2:1]([N:3]1[C:11]2[C:6](=[CH:7][C:8]([N+:12]([O-])=O)=[CH:9][CH:10]=2)[CH2:5][C:4]1=[O:15])[CH3:2].[Cl-].[NH4+], predict the reaction product. The product is: [NH2:12][C:8]1[CH:7]=[C:6]2[C:11](=[CH:10][CH:9]=1)[N:3]([CH2:1][CH3:2])[C:4](=[O:15])[CH2:5]2. (7) The product is: [NH2:2][C:3]1[NH:4][CH:5]=[C:6]([C:8]2[C:16]3[C:11](=[CH:12][CH:13]=[CH:14][CH:15]=3)[NH:10][CH:9]=2)[N:7]=1. Given the reactants C[N:2](C)[C:3]1[NH:4][CH:5]=[C:6]([C:8]2[C:16]3[C:11](=[CH:12][CH:13]=[CH:14][CH:15]=3)[NH:10][CH:9]=2)[N:7]=1, predict the reaction product. (8) The product is: [CH2:35]([O:42][C:43]1[N:44]=[N:45][C:46]([C:57]#[C:58][C:60]2[CH:61]=[CH:62][C:63]([O:66][C:67]([F:68])([F:69])[F:70])=[CH:64][CH:65]=2)=[CH:47][C:48]=1[O:49][CH2:50][C:51]1[CH:56]=[CH:55][CH:54]=[CH:53][CH:52]=1)[C:36]1[CH:37]=[CH:38][CH:39]=[CH:40][CH:41]=1. Given the reactants C(OC1N=NC(C#CC2C=CC(C(F)(F)F)=CN=2)=CC=1OCC1C=CC=CC=1)C1C=CC=CC=1.[CH2:35]([O:42][C:43]1[N:44]=[N:45][C:46]([C:57]#[CH:58])=[CH:47][C:48]=1[O:49][CH2:50][C:51]1[CH:56]=[CH:55][CH:54]=[CH:53][CH:52]=1)[C:36]1[CH:41]=[CH:40][CH:39]=[CH:38][CH:37]=1.I[C:60]1[CH:65]=[CH:64][C:63]([O:66][C:67]([F:70])([F:69])[F:68])=[CH:62][CH:61]=1, predict the reaction product.